This data is from Full USPTO retrosynthesis dataset with 1.9M reactions from patents (1976-2016). The task is: Predict the reactants needed to synthesize the given product. (1) Given the product [CH:1]1([C@H:5]([NH:7][C:8]2[N:16]=[C:15]([C:17]3[NH:20][C:34](=[O:35])[O:19][N:18]=3)[N:14]=[C:13]3[C:9]=2[N:10]([CH2:26][C@H:27]2[CH2:28][CH2:29][C@H:30]([CH3:33])[CH2:31][CH2:32]2)[C:11]([CH2:21][C:22]([OH:25])([CH3:24])[CH3:23])=[N:12]3)[CH3:6])[CH2:2][CH2:3][CH2:4]1, predict the reactants needed to synthesize it. The reactants are: [CH:1]1([C@H:5]([NH:7][C:8]2[N:16]=[C:15]([C:17](=[NH:20])[NH:18][OH:19])[N:14]=[C:13]3[C:9]=2[N:10]([CH2:26][C@H:27]2[CH2:32][CH2:31][C@H:30]([CH3:33])[CH2:29][CH2:28]2)[C:11]([CH2:21][C:22]([OH:25])([CH3:24])[CH3:23])=[N:12]3)[CH3:6])[CH2:4][CH2:3][CH2:2]1.[C:34](N1C=CN=C1)(N1C=CN=C1)=[O:35].N12CCCN=C1CCCCC2. (2) The reactants are: [NH2:1][C:2]1[C:7]([N+:8]([O-:10])=[O:9])=[CH:6][C:5]([OH:11])=[CH:4][C:3]=1[CH3:12].[O:13]1[CH2:17][CH2:16][CH2:15][C@@H:14]1[C:18](O)=[O:19].CN(C(ON1N=NC2C=CC=CC1=2)=[N+](C)C)C.[B-](F)(F)(F)F.CCN(C(C)C)C(C)C. Given the product [O:13]1[CH2:17][CH2:16][CH2:15][CH:14]1[C:18]([O:11][C:5]1[CH:6]=[C:7]([N+:8]([O-:10])=[O:9])[C:2]([NH2:1])=[C:3]([CH3:12])[CH:4]=1)=[O:19], predict the reactants needed to synthesize it. (3) The reactants are: [CH3:1][C:2]1[S:3][CH:4]=[C:5]([C:7]([O:9][CH2:10][CH3:11])=[O:8])[N:6]=1.S(=O)(=O)(O)O.II.[I:19](O)(=O)=O.S([O-])([O-])(=O)=S.[Na+].[Na+]. Given the product [CH2:10]([O:9][C:7]([C:5]1[N:6]=[C:2]([CH3:1])[S:3][C:4]=1[I:19])=[O:8])[CH3:11], predict the reactants needed to synthesize it. (4) Given the product [CH3:12][O:11][C:4]1[C:5]2[O:9][CH2:8][O:7][C:6]=2[CH:10]=[C:2]([B:24]2[O:28][C:27]([CH3:30])([CH3:29])[C:26]([CH3:32])([CH3:31])[O:25]2)[CH:3]=1, predict the reactants needed to synthesize it. The reactants are: Br[C:2]1[CH:3]=[C:4]([O:11][CH3:12])[C:5]2[O:9][CH2:8][O:7][C:6]=2[CH:10]=1.[Cl-].[Li+].C([Mg+])(C)C.[Cl-].C(O[B:24]1[O:28][C:27]([CH3:30])([CH3:29])[C:26]([CH3:32])([CH3:31])[O:25]1)(C)C.[NH4+].[Cl-].Cl. (5) Given the product [F:17][C:18]1[CH:23]=[C:22]([F:24])[CH:21]=[CH:20][C:19]=1[NH:25][C:4](=[O:6])[C:3]1[CH:7]=[CH:8][C:9]([O:11][CH3:12])=[CH:10][C:2]=1[OH:1], predict the reactants needed to synthesize it. The reactants are: [OH:1][C:2]1[CH:10]=[C:9]([O:11][CH3:12])[CH:8]=[CH:7][C:3]=1[C:4]([OH:6])=O.S(Cl)(Cl)=O.[F:17][C:18]1[CH:23]=[C:22]([F:24])[CH:21]=[CH:20][C:19]=1[NH2:25].